Regression. Given two drug SMILES strings and cell line genomic features, predict the synergy score measuring deviation from expected non-interaction effect. From a dataset of NCI-60 drug combinations with 297,098 pairs across 59 cell lines. (1) Drug 1: CC1=C(C(CCC1)(C)C)C=CC(=CC=CC(=CC(=O)O)C)C. Drug 2: C#CCC(CC1=CN=C2C(=N1)C(=NC(=N2)N)N)C3=CC=C(C=C3)C(=O)NC(CCC(=O)O)C(=O)O. Cell line: UACC62. Synergy scores: CSS=36.9, Synergy_ZIP=1.50, Synergy_Bliss=-11.8, Synergy_Loewe=-26.1, Synergy_HSA=-11.3. (2) Drug 1: CCCS(=O)(=O)NC1=C(C(=C(C=C1)F)C(=O)C2=CNC3=C2C=C(C=N3)C4=CC=C(C=C4)Cl)F. Drug 2: C(=O)(N)NO. Cell line: NCI-H522. Synergy scores: CSS=8.19, Synergy_ZIP=-1.05, Synergy_Bliss=0.704, Synergy_Loewe=0.136, Synergy_HSA=0.455. (3) Drug 1: C(=O)(N)NO. Drug 2: CC1C(C(CC(O1)OC2CC(CC3=C2C(=C4C(=C3O)C(=O)C5=CC=CC=C5C4=O)O)(C(=O)C)O)N)O. Cell line: SK-MEL-28. Synergy scores: CSS=47.2, Synergy_ZIP=-2.68, Synergy_Bliss=-2.09, Synergy_Loewe=-74.3, Synergy_HSA=-2.35. (4) Drug 1: CN(C)N=NC1=C(NC=N1)C(=O)N. Drug 2: CCC(=C(C1=CC=CC=C1)C2=CC=C(C=C2)OCCN(C)C)C3=CC=CC=C3.C(C(=O)O)C(CC(=O)O)(C(=O)O)O. Cell line: SW-620. Synergy scores: CSS=-16.1, Synergy_ZIP=4.32, Synergy_Bliss=-3.49, Synergy_Loewe=-12.2, Synergy_HSA=-9.64. (5) Drug 1: C1CN1P(=S)(N2CC2)N3CC3. Drug 2: CC1=C(C(CCC1)(C)C)C=CC(=CC=CC(=CC(=O)O)C)C. Cell line: SN12C. Synergy scores: CSS=33.5, Synergy_ZIP=-11.6, Synergy_Bliss=-5.87, Synergy_Loewe=-3.21, Synergy_HSA=0.465. (6) Drug 1: CS(=O)(=O)CCNCC1=CC=C(O1)C2=CC3=C(C=C2)N=CN=C3NC4=CC(=C(C=C4)OCC5=CC(=CC=C5)F)Cl. Drug 2: C(=O)(N)NO. Cell line: SK-OV-3. Synergy scores: CSS=9.97, Synergy_ZIP=-0.966, Synergy_Bliss=2.84, Synergy_Loewe=-7.34, Synergy_HSA=-1.30. (7) Drug 1: C1CC(C1)(C(=O)O)C(=O)O.[NH2-].[NH2-].[Pt+2]. Drug 2: CCC1(CC2CC(C3=C(CCN(C2)C1)C4=CC=CC=C4N3)(C5=C(C=C6C(=C5)C78CCN9C7C(C=CC9)(C(C(C8N6C)(C(=O)OC)O)OC(=O)C)CC)OC)C(=O)OC)O.OS(=O)(=O)O. Cell line: SK-MEL-28. Synergy scores: CSS=3.59, Synergy_ZIP=0.150, Synergy_Bliss=0.660, Synergy_Loewe=-1.88, Synergy_HSA=-1.79. (8) Drug 1: C1=CC=C(C=C1)NC(=O)CCCCCCC(=O)NO. Drug 2: CCN(CC)CCCC(C)NC1=C2C=C(C=CC2=NC3=C1C=CC(=C3)Cl)OC. Cell line: OVCAR-5. Synergy scores: CSS=26.5, Synergy_ZIP=-10.4, Synergy_Bliss=0.925, Synergy_Loewe=-1.77, Synergy_HSA=2.03. (9) Drug 1: CCCS(=O)(=O)NC1=C(C(=C(C=C1)F)C(=O)C2=CNC3=C2C=C(C=N3)C4=CC=C(C=C4)Cl)F. Drug 2: CCCCC(=O)OCC(=O)C1(CC(C2=C(C1)C(=C3C(=C2O)C(=O)C4=C(C3=O)C=CC=C4OC)O)OC5CC(C(C(O5)C)O)NC(=O)C(F)(F)F)O. Cell line: COLO 205. Synergy scores: CSS=41.5, Synergy_ZIP=8.53, Synergy_Bliss=8.80, Synergy_Loewe=5.84, Synergy_HSA=7.36.